Predict the reactants needed to synthesize the given product. From a dataset of Full USPTO retrosynthesis dataset with 1.9M reactions from patents (1976-2016). (1) The reactants are: [NH2:1][C:2]1[C:11]2[N:12]=[C:13]([CH3:21])[N:14]([CH2:15][CH2:16][CH2:17][C:18](=O)[CH3:19])[C:10]=2[C:9]2[CH:8]=[CH:7][CH:6]=[CH:5][C:4]=2[N:3]=1.Cl.[CH2:23]([O:30][NH2:31])[C:24]1[CH:29]=[CH:28][CH:27]=[CH:26][CH:25]=1. Given the product [CH2:23]([O:30][N:31]=[C:18]([CH2:17][CH2:16][CH2:15][N:14]1[C:10]2[C:9]3[CH:8]=[CH:7][CH:6]=[CH:5][C:4]=3[N:3]=[C:2]([NH2:1])[C:11]=2[N:12]=[C:13]1[CH3:21])[CH3:19])[C:24]1[CH:29]=[CH:28][CH:27]=[CH:26][CH:25]=1, predict the reactants needed to synthesize it. (2) Given the product [F:1][CH:2]1[CH2:6][NH:5][C@H:4]([C:17]([O:19][C:20]([CH3:23])([CH3:22])[CH3:21])=[O:18])[CH2:3]1, predict the reactants needed to synthesize it. The reactants are: [F:1][CH:2]1[CH2:6][N:5](C(OCC2C=CC=CC=2)=O)[C@H:4]([C:17]([O:19][C:20]([CH3:23])([CH3:22])[CH3:21])=[O:18])[CH2:3]1. (3) Given the product [Br:18][C:14]1[CH:13]=[C:12]([CH3:19])[C:11]([N:3]2[C:2]3[N:1]=[C:20]([CH3:21])[N:8]=[C:7]([OH:29])[C:6]=3[CH:5]([CH3:9])[C:4]2=[O:10])=[C:16]([CH3:17])[CH:15]=1, predict the reactants needed to synthesize it. The reactants are: [NH2:1][C:2]1[N:3]([C:11]2[C:16]([CH3:17])=[CH:15][C:14]([Br:18])=[CH:13][C:12]=2[CH3:19])[C:4](=[O:10])[CH:5]([CH3:9])[C:6]=1[C:7]#[N:8].[C:20](OC(=O)C)(=O)[CH3:21].C(O)(=[O:29])C. (4) Given the product [CH3:67][C:38]([CH3:37])([CH3:68])[C:39]([O:41]/[C:42](/[C:59]1[N:63]([CH3:64])[N:62]=[C:61]([CH3:65])[C:60]=1[CH3:66])=[C:43](/[C:46]1[C:50]([CH2:51][CH3:52])=[N:49][N:48]([C:53]2[CH:58]=[CH:57][CH:56]=[CH:55][CH:54]=2)[N:47]=1)\[C:44]#[N:45])=[O:40], predict the reactants needed to synthesize it. The reactants are: O=C(C1N(C)N=C(C)C=1C)C(C1C=CC(C(C)(C)C)=CC=1)C#N.C(=O)([O-])[O-].[K+].[K+].C(Cl)(=O)C(C)(C)C.[CH3:37][C:38]([CH3:68])([CH3:67])[C:39]([O:41]/[C:42](/[C:59]1[N:63]([CH3:64])[N:62]=[C:61]([CH3:65])[C:60]=1[CH3:66])=[C:43](\[C:46]1[C:50]([CH2:51][CH3:52])=[N:49][N:48]([C:53]2[CH:58]=[CH:57][CH:56]=[CH:55][CH:54]=2)[N:47]=1)/[C:44]#[N:45])=[O:40]. (5) Given the product [CH3:1][O:24][C:23](=[O:25])[C@@H:22]([NH:21][C:19]([O:18][C:14]([CH3:17])([CH3:15])[CH3:16])=[O:20])[CH2:26][C:27]1[CH:32]=[CH:31][C:30]([OH:33])=[C:29]([Cl:34])[CH:28]=1, predict the reactants needed to synthesize it. The reactants are: [CH:1]1([NH2+]C2CCCCC2)CCCCC1.[C:14]([O:18][C:19]([NH:21][C@@H:22]([CH2:26][C:27]1[CH:32]=[CH:31][C:30]([OH:33])=[C:29]([Cl:34])[CH:28]=1)[C:23]([O-:25])=[O:24])=[O:20])([CH3:17])([CH3:16])[CH3:15].O[Li].O.COS(OC)(=O)=O.C(C)(C)C.C(OC(C)(C)C)=O.